This data is from Full USPTO retrosynthesis dataset with 1.9M reactions from patents (1976-2016). The task is: Predict the reactants needed to synthesize the given product. (1) Given the product [CH:1]1([NH:4][C:5](=[O:6])[C:7]2[CH:12]=[CH:11][C:10]([C:13]3[N:17]4[N:18]=[C:19]([C:29](=[O:30])[C:38]5[CH:43]=[CH:42][CH:41]=[C:40]([F:44])[CH:39]=5)[CH:20]=[C:21]([NH:22][CH2:23][CH2:24][C:25]([F:27])([F:26])[F:28])[C:16]4=[N:15][CH:14]=3)=[CH:9][C:8]=2[CH3:35])[CH2:3][CH2:2]1, predict the reactants needed to synthesize it. The reactants are: [CH:1]1([NH:4][C:5]([C:7]2[CH:12]=[CH:11][C:10]([C:13]3[N:17]4[N:18]=[C:19]([C:29](N(OC)C)=[O:30])[CH:20]=[C:21]([NH:22][CH2:23][CH2:24][C:25]([F:28])([F:27])[F:26])[C:16]4=[N:15][CH:14]=3)=[CH:9][C:8]=2[CH3:35])=[O:6])[CH2:3][CH2:2]1.Br[Mg][C:38]1[CH:43]=[CH:42][CH:41]=[C:40]([F:44])[CH:39]=1. (2) Given the product [Br:14][CH2:13][C:7]1[CH:8]=[C:9]2[C:4](=[CH:5][CH:6]=1)[N:3]=[C:2]([Cl:1])[CH:11]=[C:10]2[CH3:12], predict the reactants needed to synthesize it. The reactants are: [Cl:1][C:2]1[CH:11]=[C:10]([CH3:12])[C:9]2[C:4](=[CH:5][CH:6]=[C:7]([CH3:13])[CH:8]=2)[N:3]=1.[Br:14]N1C(=O)CCC1=O.C(OOC(=O)C1C=CC=CC=1)(=O)C1C=CC=CC=1.